Dataset: Reaction yield outcomes from USPTO patents with 853,638 reactions. Task: Predict the reaction yield, written as a fraction of the theoretical maximum amount of product (1.0 means a 100% yield; for example, 0.34 means a 34% yield). (1) The reactants are C([O:3][C:4]([C:6]1[O:7][C:8]2[C:13]([C:14](=[O:16])[CH:15]=1)=[CH:12][C:11]([O:17][CH3:18])=[CH:10][C:9]=2[N:19]1[CH2:24][CH2:23][N:22]([CH3:25])[CH2:21][CH2:20]1)=[O:5])C.CO.[ClH:28]. No catalyst specified. The product is [ClH:28].[CH3:18][O:17][C:11]1[CH:12]=[C:13]2[C:8](=[C:9]([N:19]3[CH2:24][CH2:23][N:22]([CH3:25])[CH2:21][CH2:20]3)[CH:10]=1)[O:7][C:6]([C:4]([OH:5])=[O:3])=[CH:15][C:14]2=[O:16]. The yield is 1.00. (2) The reactants are C(O[C:6](=O)[NH:7][C:8]1[CH:13]=[C:12]([F:14])[CH:11]=[CH:10][C:9]=1[NH2:15])(C)(C)C.[CH:17]1([CH:23]=[O:24])[CH2:22][CH2:21][CH2:20][CH2:19][CH2:18]1.CO[C@H:27]([C:31]1[CH:36]=[CH:35][CH:34]=[CH:33][CH:32]=1)[C:28]([OH:30])=O.[N+:37]([CH2:39][C:40]1[CH:45]=[CH:44][CH:43]=[CH:42][CH:41]=1)#[C-].Cl.[CH3:47]O. The catalyst is O1CCOCC1. The product is [CH2:39]([NH:37][C:28](=[O:30])[CH:27]([CH:31]1[CH2:36][CH2:35][CH2:34][CH2:33][CH2:32]1)[N:15]1[C:9]2[CH:10]=[CH:11][C:12]([F:14])=[CH:13][C:8]=2[N:7]=[C:6]1[C@H:23]([O:24][CH3:47])[C:17]1[CH:22]=[CH:21][CH:20]=[CH:19][CH:18]=1)[C:40]1[CH:45]=[CH:44][CH:43]=[CH:42][CH:41]=1. The yield is 0.690. (3) The catalyst is CN(C=O)C.O. The product is [CH3:1][O:2][C:3](=[O:15])[CH2:4][N:5]1[C:10](=[O:11])[C:9]([Cl:12])=[C:8]([Cl:13])[N:7]=[C:6]1[N:26]1[CH2:25][CH2:24][CH:23]([NH:22][C:21]([O:20][C:16]([CH3:19])([CH3:18])[CH3:17])=[O:29])[CH2:28][CH2:27]1. The yield is 0.640. The reactants are [CH3:1][O:2][C:3](=[O:15])[CH2:4][N:5]1[C:10](=[O:11])[C:9]([Cl:12])=[C:8]([Cl:13])[N:7]=[C:6]1Cl.[C:16]([O:20][C:21](=[O:29])[NH:22][CH:23]1[CH2:28][CH2:27][NH:26][CH2:25][CH2:24]1)([CH3:19])([CH3:18])[CH3:17].CCN(C(C)C)C(C)C. (4) The reactants are [CH3:1][C@H:2]1[CH2:13][CH:12]=[CH:11][CH2:10][C@@H:9]([CH2:14][C:15](OC(C)(C)C)=[O:16])[C:8](=[O:22])[O:7][CH2:6][C@@H:5]([C:23]2[CH:28]=[CH:27][CH:26]=[CH:25][CH:24]=2)[NH:4][C:3]1=[O:29].[SiH](CC)(CC)CC.FC(F)(F)C(O)=O.[Cl:44][C:45]1[CH:52]=[CH:51][C:48]([CH2:49][NH2:50])=[CH:47][CH:46]=1. The catalyst is CN(C=O)C.CCOC(C)=O.C(Cl)Cl. The product is [Cl:44][C:45]1[CH:52]=[CH:51][C:48]([CH2:49][NH:50][C:15](=[O:16])[CH2:14][C@H:9]2[C:8](=[O:22])[O:7][CH2:6][C@@H:5]([C:23]3[CH:28]=[CH:27][CH:26]=[CH:25][CH:24]=3)[NH:4][C:3](=[O:29])[C@@H:2]([CH3:1])[CH2:13][CH:12]=[CH:11][CH2:10]2)=[CH:47][CH:46]=1. The yield is 0.800. (5) The reactants are [Cl:1][C:2]1[CH:7]=[C:6]([Cl:8])[CH:5]=[CH:4][C:3]=1[C:9]1[N:10]=[C:11](/[CH:14]=[CH:15]/[C:16]2[CH:21]=[CH:20][C:19]([N+:22]([O-:24])=[O:23])=[CH:18][CH:17]=2)[NH:12][CH:13]=1.[CH3:25][O:26][C:27]([C:29]1[CH:34]=[CH:33][C:32]([CH2:35]Br)=[CH:31][CH:30]=1)=[O:28]. No catalyst specified. The product is [CH3:25][O:26][C:27](=[O:28])[C:29]1[CH:34]=[CH:33][C:32]([CH2:35][N:12]2[CH:13]=[C:9]([C:3]3[CH:4]=[CH:5][C:6]([Cl:8])=[CH:7][C:2]=3[Cl:1])[N:10]=[C:11]2/[CH:14]=[CH:15]/[C:16]2[CH:21]=[CH:20][C:19]([N+:22]([O-:24])=[O:23])=[CH:18][CH:17]=2)=[CH:31][CH:30]=1. The yield is 0.270. (6) The reactants are Cl[C:2]1[C:7]([N+:8]([O-:10])=[O:9])=[CH:6][CH:5]=[C:4]([Cl:11])[N:3]=1.[C:12]([Cu])#[N:13]. The catalyst is CN1C(=O)CCC1. The product is [Cl:11][C:4]1[N:3]=[C:2]([C:12]#[N:13])[C:7]([N+:8]([O-:10])=[O:9])=[CH:6][CH:5]=1. The yield is 0.360. (7) The reactants are [CH3:1][O:2][C:3]([C:5]1[CH:6]=[C:7]2[C:12](=[CH:13][CH:14]=1)[N:11]=[CH:10][CH:9]=[CH:8]2)=[O:4].C(Cl)(Cl)Cl.ClC1C(OO)=C(C=CC=1)C(O)=[O:24].[OH-].[Na+]. The catalyst is O. The product is [CH3:1][O:2][C:3]([C:5]1[CH:6]=[C:7]2[C:12](=[CH:13][CH:14]=1)[N+:11]([O-:24])=[CH:10][CH:9]=[CH:8]2)=[O:4]. The yield is 0.750. (8) The reactants are [C:1]([C:3]1[CH:4]=[C:5]([CH:9]=[CH:10][CH:11]=1)[C:6](Cl)=[O:7])#[N:2].C(N(CC)CC)C.[N+:19]([C:22]1[CH:28]=[CH:27][CH:26]=[CH:25][C:23]=1[NH2:24])([O-:21])=[O:20]. The catalyst is CN(C)C1C=CN=CC=1.C(Cl)Cl. The product is [C:1]([C:3]1[CH:4]=[C:5]([CH:9]=[CH:10][CH:11]=1)[C:6]([NH:24][C:23]1[CH:25]=[CH:26][CH:27]=[CH:28][C:22]=1[N+:19]([O-:21])=[O:20])=[O:7])#[N:2]. The yield is 0.990.